Predict which catalyst facilitates the given reaction. From a dataset of Catalyst prediction with 721,799 reactions and 888 catalyst types from USPTO. (1) Reactant: [C:1]1(=[O:10])[C:5]2=[CH:6][S:7][CH:8]=[C:4]2[C:3](=[O:9])O1.FC(F)(F)C(O)=O.[NH2:18][CH:19]1[CH2:24][CH2:23][C:22](=[O:25])[NH:21][C:20]1=[O:26]. Product: [O:26]=[C:20]1[CH:19]([N:18]2[C:3](=[O:9])[C:4]3=[CH:8][S:7][CH:6]=[C:5]3[C:1]2=[O:10])[CH2:24][CH2:23][C:22](=[O:25])[NH:21]1. The catalyst class is: 15. (2) Reactant: [F:1][C:2]1[CH:3]=[C:4]([OH:11])[CH:5]=[CH:6][C:7]=1[N+:8]([O-:10])=[O:9].[C:12]([O:16][C:17]([N:19]1[CH2:24][CH2:23][CH:22]([CH2:25]O)[CH2:21][CH2:20]1)=[O:18])([CH3:15])([CH3:14])[CH3:13].C1(P(C2C=CC=CC=2)C2C=CC=CC=2)C=CC=CC=1.N(C(OC(C)C)=O)=NC(OC(C)C)=O. Product: [C:12]([O:16][C:17]([N:19]1[CH2:24][CH2:23][CH:22]([CH2:25][O:11][C:4]2[CH:5]=[CH:6][C:7]([N+:8]([O-:10])=[O:9])=[C:2]([F:1])[CH:3]=2)[CH2:21][CH2:20]1)=[O:18])([CH3:15])([CH3:13])[CH3:14]. The catalyst class is: 7. (3) Reactant: [Br:1][C:2]1[CH:7]=[CH:6][C:5]([CH:8]([C:20]2[CH:25]=[CH:24][CH:23]=[CH:22][C:21]=2[CH3:26])[CH2:9][C:10]([C:12]2[CH:13]=[N:14][C:15]([O:18]C)=[CH:16][CH:17]=2)=[O:11])=[CH:4][CH:3]=1.Cl. Product: [Br:1][C:2]1[CH:3]=[CH:4][C:5]([CH:8]([C:20]2[CH:25]=[CH:24][CH:23]=[CH:22][C:21]=2[CH3:26])[CH2:9][C:10]([C:12]2[CH:17]=[CH:16][C:15](=[O:18])[NH:14][CH:13]=2)=[O:11])=[CH:6][CH:7]=1. The catalyst class is: 12.